The task is: Predict which catalyst facilitates the given reaction.. This data is from Catalyst prediction with 721,799 reactions and 888 catalyst types from USPTO. Reactant: Cl[C:2]([C:15]1[CH:20]=[CH:19][CH:18]=[CH:17][CH:16]=1)([C:9]1[CH:14]=[CH:13][CH:12]=[CH:11][CH:10]=1)[C:3]1[CH:8]=[CH:7][CH:6]=[CH:5][CH:4]=1.Cl.[CH3:22][O:23][C:24](=[O:29])[C@H:25]([CH2:27][OH:28])[NH2:26].C(N(CC)CC)C. Product: [C:2]([NH:26][C@H:25]([C:24]([O:23][CH3:22])=[O:29])[CH2:27][OH:28])([C:15]1[CH:20]=[CH:19][CH:18]=[CH:17][CH:16]=1)([C:9]1[CH:14]=[CH:13][CH:12]=[CH:11][CH:10]=1)[C:3]1[CH:8]=[CH:7][CH:6]=[CH:5][CH:4]=1. The catalyst class is: 4.